This data is from Full USPTO retrosynthesis dataset with 1.9M reactions from patents (1976-2016). The task is: Predict the reactants needed to synthesize the given product. (1) Given the product [N:9]1([S:6]([C:2]2[S:1][C:5]([C:22](=[O:24])[CH3:23])=[CH:4][CH:3]=2)(=[O:8])=[O:7])[CH2:14][CH2:13][CH2:12][CH2:11][CH2:10]1, predict the reactants needed to synthesize it. The reactants are: [S:1]1[CH:5]=[CH:4][CH:3]=[C:2]1[S:6]([N:9]1[CH2:14][CH2:13][CH2:12][CH2:11][CH2:10]1)(=[O:8])=[O:7].C([Li])CCC.CN(C)[C:22](=[O:24])[CH3:23]. (2) Given the product [Cl:1][C:2]1[CH:3]=[C:4]2[C:8](=[CH:9][CH:10]=1)[NH:7][CH:6]([C:11]([O:13][CH3:14])=[O:12])[CH2:5]2, predict the reactants needed to synthesize it. The reactants are: [Cl:1][C:2]1[CH:3]=[C:4]2[C:8](=[CH:9][CH:10]=1)[NH:7][C:6]([C:11]([O:13][CH3:14])=[O:12])=[CH:5]2.[Mg]. (3) The reactants are: [CH2:1]([N:8]([CH2:21][C:22]1[CH:27]=[CH:26][CH:25]=[CH:24][CH:23]=1)[C:9]1[CH:10]=[C:11]2[C:16](=[CH:17][C:18]=1[F:19])[C:15](Cl)=[N:14][CH:13]=[CH:12]2)[C:2]1[CH:7]=[CH:6][CH:5]=[CH:4][CH:3]=1.[NH3:28].C([O-])(O)=O.[Na+]. Given the product [CH2:1]([N:8]([CH2:21][C:22]1[CH:27]=[CH:26][CH:25]=[CH:24][CH:23]=1)[C:9]1[CH:10]=[C:11]2[C:16](=[CH:17][C:18]=1[F:19])[C:15]([NH2:28])=[N:14][CH:13]=[CH:12]2)[C:2]1[CH:7]=[CH:6][CH:5]=[CH:4][CH:3]=1, predict the reactants needed to synthesize it. (4) The reactants are: [CH3:1][O:2][C:3]1[CH:4]=[C:5]2[C:10](=[CH:11][C:12]=1[O:13][CH3:14])[C:9]([CH3:15])=[N:8][CH2:7][CH2:6]2.[Cl:16][C:17]1[CH:22]=[CH:21][CH:20]=[C:19]([F:23])[C:18]=1[CH2:24]Cl. Given the product [Cl:16][C:17]1[CH:22]=[CH:21][CH:20]=[C:19]([F:23])[C:18]=1[CH2:24][CH2:15][C@H:9]1[C:10]2[C:5](=[CH:4][C:3]([O:2][CH3:1])=[C:12]([O:13][CH3:14])[CH:11]=2)[CH2:6][CH2:7][NH:8]1, predict the reactants needed to synthesize it. (5) The reactants are: Cl[C:2]1[CH:7]=[CH:6][N:5]=[C:4]([NH:8][C:9]2[CH:16]=[CH:15][C:12]([C:13]#[N:14])=[CH:11][CH:10]=2)[N:3]=1.[Br:17][C:18]1[CH:23]=[C:22]([CH3:24])[CH:21]=[C:20]([Br:25])[C:19]=1[NH2:26].Cl.C[N:29]1[CH2:33][CH2:32][CH2:31][C:30]1=O. Given the product [Br:17][C:18]1[CH:23]=[C:22]([CH3:24])[CH:21]=[C:20]([Br:25])[C:19]=1[NH:26][C:2]1[CH:7]=[CH:6][N:5]=[C:4]([NH:8][C:9]2[CH:16]=[CH:15][C:12]([C:13]#[N:14])=[CH:11][CH:10]=2)[N:3]=1.[NH2:14][C:13]1[C:30]([CH3:18])=[CH:31][C:32]([C:33]#[N:29])=[CH:11][C:12]=1[CH3:15].[CH:7]([N:26]([CH:19]([CH3:18])[CH3:20])[CH2:30][CH3:31])([CH3:2])[CH3:6], predict the reactants needed to synthesize it. (6) Given the product [CH2:9]([NH:12][C:2]1[CH:7]=[C:6]([Cl:8])[N:5]=[CH:4][N:3]=1)[CH:10]=[CH2:11], predict the reactants needed to synthesize it. The reactants are: Cl[C:2]1[CH:7]=[C:6]([Cl:8])[N:5]=[CH:4][N:3]=1.[CH2:9]([NH2:12])[CH:10]=[CH2:11]. (7) Given the product [OH:25][C:11]1[C:27]2[CH:28]=[CH:29][C:23]([O:22][CH3:19])=[CH:24][C:31]=2[O:30][N:12]=1, predict the reactants needed to synthesize it. The reactants are: C(C1NC=[CH:11][N:12]=1)(C1NC=CN=1)=O.CCCCCC.[C:19]([O:22][CH2:23][CH3:24])(=O)C.[OH2:25].Cl.[CH2:27]1[CH2:31][O:30][CH2:29][CH2:28]1.